From a dataset of Full USPTO retrosynthesis dataset with 1.9M reactions from patents (1976-2016). Predict the reactants needed to synthesize the given product. Given the product [C:9]([N:8]1[C:4]([CH:1]2[CH2:3][CH2:2]2)=[CH:5][C:6]([NH:12][C:13]2[C:18](/[CH:28]=[CH:27]/[C:26]([O:30][CH3:31])=[O:29])=[CH:17][N:16]=[C:15]([C:20]3[CH:25]=[CH:24][CH:23]=[CH:22][CH:21]=3)[N:14]=2)=[N:7]1)(=[O:11])[CH3:10], predict the reactants needed to synthesize it. The reactants are: [CH:1]1([C:4]2[N:8]([C:9](=[O:11])[CH3:10])[N:7]=[C:6]([NH:12][C:13]3[C:18](I)=[CH:17][N:16]=[C:15]([C:20]4[CH:25]=[CH:24][CH:23]=[CH:22][CH:21]=4)[N:14]=3)[CH:5]=2)[CH2:3][CH2:2]1.[C:26]([O:30][CH3:31])(=[O:29])[CH:27]=[CH2:28].N(C)(C1CCCCC1)C1CCCCC1.P(C(C)(C)C)(C(C)(C)C)C(C)(C)C.